This data is from Forward reaction prediction with 1.9M reactions from USPTO patents (1976-2016). The task is: Predict the product of the given reaction. Given the reactants [NH2:1][C:2]1[CH:7]=[C:6]([F:8])[CH:5]=[CH:4][C:3]=1[S:9][CH2:10][C:11]1[CH:20]=[CH:19][C:14]([C:15]([O:17][CH3:18])=[O:16])=[CH:13][CH:12]=1.[O:21]1[C:25]2[CH:26]=[CH:27][CH:28]=[CH:29][C:24]=2[CH:23]=[C:22]1[S:30](Cl)(=[O:32])=[O:31], predict the reaction product. The product is: [O:21]1[C:25]2[CH:26]=[CH:27][CH:28]=[CH:29][C:24]=2[CH:23]=[C:22]1[S:30]([NH:1][C:2]1[CH:7]=[C:6]([F:8])[CH:5]=[CH:4][C:3]=1[S:9][CH2:10][C:11]1[CH:20]=[CH:19][C:14]([C:15]([O:17][CH3:18])=[O:16])=[CH:13][CH:12]=1)(=[O:32])=[O:31].